This data is from Catalyst prediction with 721,799 reactions and 888 catalyst types from USPTO. The task is: Predict which catalyst facilitates the given reaction. (1) Reactant: [Br:1][C:2]1[C:3](F)=[C:4]2[C:10]([NH:11][C:12]([CH:14]3[CH2:18][CH2:17][CH2:16][CH2:15]3)=[O:13])=[CH:9][NH:8][C:5]2=[N:6][CH:7]=1.[NH:20]1[CH2:25][CH2:24][CH2:23][C@@H:22]([NH:26][C:27](=[O:33])[O:28][C:29]([CH3:32])([CH3:31])[CH3:30])[CH2:21]1. The catalyst class is: 114. Product: [Br:1][C:2]1[C:3]([N:20]2[CH2:25][CH2:24][CH2:23][C@@H:22]([NH:26][C:27](=[O:33])[O:28][C:29]([CH3:31])([CH3:30])[CH3:32])[CH2:21]2)=[C:4]2[C:10]([NH:11][C:12]([CH:14]3[CH2:18][CH2:17][CH2:16][CH2:15]3)=[O:13])=[CH:9][NH:8][C:5]2=[N:6][CH:7]=1. (2) Reactant: [CH3:1][C:2]([CH:4]1[CH2:7][CH2:6][CH2:5]1)=[O:3].C[O-].[Na+].[C:11](OC)(=[O:16])[C:12]([O:14][CH3:15])=[O:13]. Product: [CH3:15][O:14][C:12](=[O:13])[C:11](=[O:16])[CH2:1][C:2]([CH:4]1[CH2:7][CH2:6][CH2:5]1)=[O:3]. The catalyst class is: 5. (3) Reactant: [Si:1]([O:8][CH2:9][C:10]1[N:15]=[CH:14][C:13]2[N:16]=[CH:17][N:18]([C:19]3[S:23][C:22]([C:24]([O:26][CH3:27])=[O:25])=[C:21]([OH:28])[CH:20]=3)[C:12]=2[CH:11]=1)([C:4]([CH3:7])([CH3:6])[CH3:5])([CH3:3])[CH3:2].[F:29][C:30]([F:41])([F:40])[C:31]1[CH:36]=[CH:35][CH:34]=[CH:33][C:32]=1[C@H:37](O)[CH3:38].C1(P(C2C=CC=CC=2)C2C=CC=CC=2)C=CC=CC=1.N(C(OC(C)(C)C)=O)=NC(OC(C)(C)C)=O. Product: [Si:1]([O:8][CH2:9][C:10]1[N:15]=[CH:14][C:13]2[N:16]=[CH:17][N:18]([C:19]3[S:23][C:22]([C:24]([O:26][CH3:27])=[O:25])=[C:21]([O:28][C@H:37]([C:32]4[CH:33]=[CH:34][CH:35]=[CH:36][C:31]=4[C:30]([F:29])([F:40])[F:41])[CH3:38])[CH:20]=3)[C:12]=2[CH:11]=1)([C:4]([CH3:5])([CH3:6])[CH3:7])([CH3:2])[CH3:3]. The catalyst class is: 4.